From a dataset of Catalyst prediction with 721,799 reactions and 888 catalyst types from USPTO. Predict which catalyst facilitates the given reaction. (1) Reactant: [OH:1][C:2]1[C:11]2[C:6](=[CH:7][CH:8]=[CH:9][CH:10]=2)[N:5]([N:12]2C(=O)[C:19]3[C:14](=[CH:15]C=CC=3)[C:13]2=O)[C:4](=[O:23])[C:3]=1[C:24]1[NH:29][C:28]2[S:30][CH:31]=[C:32]([CH2:33][O:34][CH2:35][O:36][CH3:37])[C:27]=2[S:26](=[O:39])(=[O:38])[N:25]=1.C1(C=O)CC1. Product: [CH:14]1([CH:13]=[N:12][N:5]2[C:6]3[C:11](=[CH:10][CH:9]=[CH:8][CH:7]=3)[C:2]([OH:1])=[C:3]([C:24]3[NH:29][C:28]4[S:30][CH:31]=[C:32]([CH2:33][O:34][CH2:35][O:36][CH3:37])[C:27]=4[S:26](=[O:38])(=[O:39])[N:25]=3)[C:4]2=[O:23])[CH2:15][CH2:19]1. The catalyst class is: 80. (2) Reactant: [BH4-].[Na+].[O:3]1CCCC1.[C:8]([CH2:10][C:11]1[C:12]([N+:27]([O-:29])=[O:28])=[C:13]([C:17]2C=CC=CC=2C(OC)=O)[CH:14]=[CH:15][CH:16]=1)#[N:9].CO. Product: [OH:3][CH2:17][C:13]1[C:12]([N+:27]([O-:29])=[O:28])=[C:11]([CH2:10][C:8]#[N:9])[CH:16]=[CH:15][CH:14]=1. The catalyst class is: 84. (3) Reactant: [CH2:1]([N:3]([CH2:26][CH3:27])[C:4]([CH:6]1[C:18]2[C:17]3[C:12](=[CH:13][CH:14]=[CH:15][CH:16]=3)[N:11]([CH2:19][CH2:20][OH:21])[C:10]=2[C:9]2[CH:22]=[CH:23][CH:24]=[CH:25][C:8]=2[S:7]1)=[O:5])[CH3:2].[C:28]1(C)[C:29]([S:34](Cl)(=[O:36])=[O:35])=[CH:30][CH:31]=[CH:32][CH:33]=1.N1C=CC=C[CH:40]=1. Product: [CH2:26]([N:3]([CH2:1][CH3:2])[C:4]([CH:6]1[C:18]2[C:17]3[C:12](=[CH:13][CH:14]=[CH:15][CH:16]=3)[N:11]([CH2:19][CH2:20][O:21][S:34]([C:29]3[CH:28]=[CH:33][C:32]([CH3:40])=[CH:31][CH:30]=3)(=[O:35])=[O:36])[C:10]=2[C:9]2[CH:22]=[CH:23][CH:24]=[CH:25][C:8]=2[S:7]1)=[O:5])[CH3:27]. The catalyst class is: 4. (4) Reactant: Br[CH2:2][CH:3]1[O:8][C:7]2[CH:9]=[CH:10][CH:11]=[CH:12][C:6]=2[O:5][CH2:4]1.Br.[NH:14]1[CH2:19][CH2:18][CH2:17][CH:16]([C:20]2[CH:25]=[CH:24][CH:23]=[CH:22][C:21]=2[OH:26])[CH2:15]1. Product: [O:8]1[C:7]2[CH:9]=[CH:10][CH:11]=[CH:12][C:6]=2[O:5][CH2:4][CH:3]1[CH2:2][N:14]1[CH2:19][CH2:18][CH2:17][CH:16]([C:20]2[CH:25]=[CH:24][CH:23]=[CH:22][C:21]=2[OH:26])[CH2:15]1. The catalyst class is: 10. (5) Reactant: [NH2:1][C:2]1[N:7]([C:8]2[C:13]([F:14])=[CH:12][C:11]([OH:15])=[CH:10][C:9]=2[F:16])[C:6](=[O:17])[CH:5]=[CH:4][C:3]=1[C:18](=[O:27])[C:19]1[CH:24]=[CH:23][C:22]([F:25])=[CH:21][C:20]=1[F:26].Br[CH2:29][CH2:30][CH2:31][CH2:32][CH2:33][Cl:34].[I-].[Na+].C(=O)([O-])[O-].[K+].[K+].NC1N(C2C(F)=CC(OCCCCCI)=CC=2F)C(=O)C=CC=1C(=O)C1C=CC(F)=CC=1F. Product: [NH2:1][C:2]1[N:7]([C:8]2[C:9]([F:16])=[CH:10][C:11]([O:15][CH2:29][CH2:30][CH2:31][CH2:32][CH2:33][Cl:34])=[CH:12][C:13]=2[F:14])[C:6](=[O:17])[CH:5]=[CH:4][C:3]=1[C:18](=[O:27])[C:19]1[CH:24]=[CH:23][C:22]([F:25])=[CH:21][C:20]=1[F:26]. The catalyst class is: 21. (6) Reactant: [O:1]1[C:5]([C:6]2[CH:7]=[CH:8][C:9]3[N:10]([C:12]([CH:15]([CH3:17])[CH3:16])=[N:13][N:14]=3)[CH:11]=2)=[CH:4][N:3]=[CH:2]1.C[Si]([N-][Si](C)(C)C)(C)C.[Li+].O1CCCC1.[Br:33]N1C(=O)CCC1=O. Product: [Br:33][C:4]1[N:3]=[CH:2][O:1][C:5]=1[C:6]1[CH:7]=[CH:8][C:9]2[N:10]([C:12]([CH:15]([CH3:17])[CH3:16])=[N:13][N:14]=2)[CH:11]=1. The catalyst class is: 9. (7) Reactant: [Cl:1][C:2]1[CH:3]=[CH:4][C:5]([F:25])=[C:6]([C:8]2[CH:13]=[CH:12][C:11]([C:14](OC)=[O:15])=[CH:10][C:9]=2[C:18]2[C:22]([CH3:24])([CH3:23])[CH2:21][CH2:20][CH:19]=2)[CH:7]=1.[H-].[H-].[H-].[H-].[Li+].[Al+3].[OH-].[Na+]. Product: [Cl:1][C:2]1[CH:3]=[CH:4][C:5]([F:25])=[C:6]([C:8]2[CH:13]=[CH:12][C:11]([CH2:14][OH:15])=[CH:10][C:9]=2[C:18]2[C:22]([CH3:23])([CH3:24])[CH2:21][CH2:20][CH:19]=2)[CH:7]=1. The catalyst class is: 1. (8) Reactant: [C:1]([C:5]1[CH:10]=[CH:9][C:8](/[C:11](/[C:19]2[NH:24][C:23](=[O:25])[C:22]([O:26][CH3:27])=[CH:21][CH:20]=2)=[CH:12]\[C@H:13]2[CH2:17][CH2:16][C:15](=[O:18])[NH:14]2)=[CH:7][CH:6]=1)([CH3:4])([CH3:3])[CH3:2].CCCCCC. Product: [C:1]([C:5]1[CH:10]=[CH:9][C:8]([CH:11]([C:19]2[NH:24][C:23](=[O:25])[C:22]([O:26][CH3:27])=[CH:21][CH:20]=2)[CH2:12][C@H:13]2[CH2:17][CH2:16][C:15](=[O:18])[NH:14]2)=[CH:7][CH:6]=1)([CH3:4])([CH3:2])[CH3:3]. The catalyst class is: 8.